Dataset: Full USPTO retrosynthesis dataset with 1.9M reactions from patents (1976-2016). Task: Predict the reactants needed to synthesize the given product. (1) Given the product [Cl:5][C:6]1[CH:13]=[CH:12][C:9]([CH2:10][NH:11][C:29]([C:16]2[CH:17]=[N:18][C:19]3[C:24]([C:15]=2[OH:14])=[N:23][C:22]([C:25]#[C:26][CH2:27][OH:28])=[CH:21][CH:20]=3)=[O:30])=[CH:8][CH:7]=1, predict the reactants needed to synthesize it. The reactants are: C[Al](C)C.[Cl:5][C:6]1[CH:13]=[CH:12][C:9]([CH2:10][NH2:11])=[CH:8][CH:7]=1.[OH:14][C:15]1[C:24]2[C:19](=[CH:20][CH:21]=[C:22]([C:25]#[C:26][CH2:27][OH:28])[N:23]=2)[N:18]=[CH:17][C:16]=1[C:29](OCC)=[O:30]. (2) Given the product [Br:20][CH2:16][C:13]1[CH:14]=[CH:15][C:10]([CH2:9][CH2:8][N:5]2[CH:6]=[CH:7][C:2]([OH:1])=[CH:3][C:4]2=[O:18])=[CH:11][CH:12]=1, predict the reactants needed to synthesize it. The reactants are: [OH:1][C:2]1[CH:7]=[CH:6][N:5]([CH2:8][CH2:9][C:10]2[CH:15]=[CH:14][C:13]([CH2:16]O)=[CH:12][CH:11]=2)[C:4](=[O:18])[CH:3]=1.P(Br)(Br)[Br:20].